From a dataset of Retrosynthesis with 50K atom-mapped reactions and 10 reaction types from USPTO. Predict the reactants needed to synthesize the given product. Given the product Cc1cc(O)ccc1NC(=S)Nc1nc(C(F)(F)F)cs1, predict the reactants needed to synthesize it. The reactants are: Cc1cc(O[Si](C)(C)C(C)(C)C)ccc1NC(=S)Nc1nc(C(F)(F)F)cs1.